From a dataset of Forward reaction prediction with 1.9M reactions from USPTO patents (1976-2016). Predict the product of the given reaction. Given the reactants [CH2:1]([NH:7][C:8]1[C:9](=[O:27])[C:10]([CH2:16][CH2:17][CH2:18][CH2:19][CH2:20][CH2:21][CH2:22][CH2:23][CH2:24][CH:25]=[CH2:26])=[C:11]([OH:15])[C:12](=[O:14])[CH:13]=1)[CH2:2][CH2:3][CH2:4][CH:5]=[CH2:6].[C:28](=O)([O-])[O-].[K+].[K+].S(OC)(OC)(=O)=O, predict the reaction product. The product is: [CH2:1]([NH:7][C:8]1[C:9](=[O:27])[C:10]([CH2:16][CH2:17][CH2:18][CH2:19][CH2:20][CH2:21][CH2:22][CH2:23][CH2:24][CH:25]=[CH2:26])=[C:11]([O:15][CH3:28])[C:12](=[O:14])[CH:13]=1)[CH2:2][CH2:3][CH2:4][CH:5]=[CH2:6].